Task: Predict the product of the given reaction.. Dataset: Forward reaction prediction with 1.9M reactions from USPTO patents (1976-2016) (1) Given the reactants [CH2:1]([NH:8][C:9](=[O:16])[NH:10][O:11][CH2:12][C:13]([OH:15])=O)[C:2]1[CH:7]=[CH:6][CH:5]=[CH:4][CH:3]=1.[NH2:17][C@@H:18]([CH3:42])[C:19]([N:21]([C@@H:33]([CH3:41])[CH:34]([O:38][CH2:39][CH3:40])[O:35][CH2:36][CH3:37])[CH2:22][C:23]1[C:32]2[C:27](=[CH:28][CH:29]=[CH:30][CH:31]=2)[CH:26]=[CH:25][CH:24]=1)=[O:20], predict the reaction product. The product is: [CH2:1]([NH:8][C:9]([NH:10][O:11][CH2:12][C:13]([NH:17][C@@H:18]([CH3:42])[C:19]([N:21]([C@@H:33]([CH3:41])[CH:34]([O:38][CH2:39][CH3:40])[O:35][CH2:36][CH3:37])[CH2:22][C:23]1[C:32]2[C:27](=[CH:28][CH:29]=[CH:30][CH:31]=2)[CH:26]=[CH:25][CH:24]=1)=[O:20])=[O:15])=[O:16])[C:2]1[CH:3]=[CH:4][CH:5]=[CH:6][CH:7]=1. (2) Given the reactants FC1C=C[C:5]([NH:8]C(=O)OC)=[C:4]([C:13]#[C:14][C:15]2[CH:20]=[CH:19][CH:18]=[C:17]([C:21]3[N:22]([CH2:34][C:35]4[C:40]([F:41])=[CH:39][C:38]([F:42])=[CH:37][C:36]=4[F:43])[N:23]=[C:24]4[C:29]=3[CH:28]=[CH:27][CH:26]=[C:25]4[C:30]([F:33])([F:32])[F:31])[CH:16]=2)C=1.[F-:44].C([N+](CCCC)(CCCC)CCCC)CCC.[CH2:62]1[CH2:66]O[CH2:64][CH2:63]1, predict the reaction product. The product is: [F:44][C:63]1[CH:64]=[C:4]2[C:5](=[CH:66][CH:62]=1)[NH:8][C:14]([C:15]1[CH:16]=[C:17]([C:21]3[N:22]([CH2:34][C:35]4[C:40]([F:41])=[CH:39][C:38]([F:42])=[CH:37][C:36]=4[F:43])[N:23]=[C:24]4[C:29]=3[CH:28]=[CH:27][CH:26]=[C:25]4[C:30]([F:32])([F:33])[F:31])[CH:18]=[CH:19][CH:20]=1)=[CH:13]2.